Predict the reactants needed to synthesize the given product. From a dataset of Full USPTO retrosynthesis dataset with 1.9M reactions from patents (1976-2016). (1) Given the product [ClH:50].[ClH:50].[F:1][C:2]1[CH:37]=[CH:36][C:5]([CH2:6][CH2:7][N:8]2[CH2:13][CH2:12][N:11]([C:14]3[CH:15]=[CH:16][C:17]4[C:18]5[CH2:27][NH:26][CH2:25][CH2:24][C:19]=5[N:20]([CH3:23])[C:21]=4[CH:22]=3)[C:10](=[O:35])[CH2:9]2)=[CH:4][CH:3]=1, predict the reactants needed to synthesize it. The reactants are: [F:1][C:2]1[CH:37]=[CH:36][C:5]([CH2:6][CH2:7][N:8]2[CH2:13][CH2:12][N:11]([C:14]3[CH:15]=[CH:16][C:17]4[C:18]5[CH2:27][N:26](C(OC(C)(C)C)=O)[CH2:25][CH2:24][C:19]=5[N:20]([CH3:23])[C:21]=4[CH:22]=3)[C:10](=[O:35])[CH2:9]2)=[CH:4][CH:3]=1.C1(N)C(F)=C(F)C(F)=C(N)C=1F.[ClH:50].Cl. (2) Given the product [CH3:8][C@@H:7]1[C@@H:6]([CH3:5])[O:10][S:2](=[O:1])(=[O:24])[O:9]1, predict the reactants needed to synthesize it. The reactants are: [O:1]=[S:2](Cl)Cl.[CH3:5][C@@H:6]([OH:10])[C@H:7]([OH:9])[CH3:8].N1C=CN=C1.C(N(CC)CC)C.I([O-])(=O)(=O)=[O:24].[Na+]. (3) The reactants are: [Br:1][C:2]1[CH:3]=[C:4]2[C:9](=[CH:10][C:11]=1[CH3:12])[N:8]=[CH:7][N:6]([N:13]([C:21]1[CH:26]=[C:25]([Cl:27])[CH:24]=[CH:23][C:22]=1[S:28]([CH2:31][CH3:32])(=[O:30])=[O:29])[C:14](=[O:20])[O:15][C:16]([CH3:19])([CH3:18])[CH3:17])[C:5]2=[O:33].[Br:34]CC1C=C(C=CC=1S(CC)(=O)=O)C#N. Given the product [Br:1][C:2]1[CH:3]=[C:4]2[C:9](=[CH:10][C:11]=1[CH2:12][Br:34])[N:8]=[CH:7][N:6]([N:13]([C:21]1[CH:26]=[C:25]([Cl:27])[CH:24]=[CH:23][C:22]=1[S:28]([CH2:31][CH3:32])(=[O:29])=[O:30])[C:14](=[O:20])[O:15][C:16]([CH3:19])([CH3:17])[CH3:18])[C:5]2=[O:33], predict the reactants needed to synthesize it. (4) Given the product [N:23]1([C:27]([C:29]2[N:30]=[CH:31][C:32]([O:22][C:20]3[CH:19]=[C:9]([CH:8]=[C:7]([O:6][CH:1]4[CH2:5][CH2:4][CH2:3][CH2:2]4)[CH:21]=3)[C:10]([NH:12][C:13]3[CH:17]=[CH:16][N:15]([CH3:18])[N:14]=3)=[O:11])=[N:33][CH:34]=2)=[O:28])[CH2:26][CH2:25][CH2:24]1, predict the reactants needed to synthesize it. The reactants are: [CH:1]1([O:6][C:7]2[CH:8]=[C:9]([CH:19]=[C:20]([OH:22])[CH:21]=2)[C:10]([NH:12][C:13]2[CH:17]=[CH:16][N:15]([CH3:18])[N:14]=2)=[O:11])[CH2:5][CH2:4][CH2:3][CH2:2]1.[N:23]1([C:27]([C:29]2[CH:34]=[N:33][C:32](Cl)=[CH:31][N:30]=2)=[O:28])[CH2:26][CH2:25][CH2:24]1.C(=O)([O-])[O-].[K+].[K+]. (5) Given the product [F:11][C:8]1[CH:9]=[CH:10][C:5]([C:3]2[N:22]=[C:23]([NH2:25])[S:24][C:2]=2[CH2:12][C:13]2[CH:18]=[CH:17][C:16]([N+:19]([O-:21])=[O:20])=[CH:15][CH:14]=2)=[CH:6][CH:7]=1, predict the reactants needed to synthesize it. The reactants are: Br[CH:2]([CH2:12][C:13]1[CH:18]=[CH:17][C:16]([N+:19]([O-:21])=[O:20])=[CH:15][CH:14]=1)[C:3]([C:5]1[CH:10]=[CH:9][C:8]([F:11])=[CH:7][CH:6]=1)=O.[NH2:22][C:23]([NH2:25])=[S:24].C([O-])(=O)C.[Na+]. (6) Given the product [F:5][CH2:4][CH:3]([N:6]1[CH2:11][CH2:10][O:9][CH:8]([CH2:12][NH2:13])[CH2:7]1)[CH2:2][F:1], predict the reactants needed to synthesize it. The reactants are: [F:1][CH2:2][CH:3]([N:6]1[CH2:11][CH2:10][O:9][CH:8]([CH2:12][NH:13]C(=O)OC(C)(C)C)[CH2:7]1)[CH2:4][F:5].Cl. (7) Given the product [Cl:26][C:15]1[N:14]2[C:10](=[N:11][C:12]3[CH:20]=[CH:19][CH:18]=[CH:17][C:13]=32)[C:9]([C:21]#[N:22])=[C:8]([CH3:23])[C:7]=1[CH2:1][CH2:2][CH2:3][CH2:4][CH2:5][CH3:6], predict the reactants needed to synthesize it. The reactants are: [CH2:1]([C:7]1[C:15](=O)[N:14]2[C:10]([NH:11][C:12]3[CH:20]=[CH:19][CH:18]=[CH:17][C:13]=32)=[C:9]([C:21]#[N:22])[C:8]=1[CH3:23])[CH2:2][CH2:3][CH2:4][CH2:5][CH3:6].P(Cl)(Cl)([Cl:26])=O.